This data is from Full USPTO retrosynthesis dataset with 1.9M reactions from patents (1976-2016). The task is: Predict the reactants needed to synthesize the given product. (1) Given the product [CH:18]([CH:14]1[CH:13]2[CH:12]([CH:11]=[CH:10][CH2:9]2)[CH:16]([CH:10]=[CH:9][CH2:13][O:5][C:4](=[O:6])[CH:3]=[CH:2][C:1]([O:8][CH2:16][CH:12]=[CH2:11])=[O:7])[CH2:15]1)=[CH2:17], predict the reactants needed to synthesize it. The reactants are: [C:1]([O-:8])(=[O:7])/[CH:2]=[CH:3]\[C:4]([O-:6])=[O:5].[CH2:9]1[CH:13]2[CH:14]3[CH:18]=[CH:17][CH:16]([CH:12]2[CH:11]=[CH:10]1)[CH2:15]3. (2) Given the product [CH3:29][O:28][C:16]1[CH:15]=[C:14]([N:13]2[C:3](=[O:2])[C:5]3[S:6][C:7]([C:30]4[CH:35]=[CH:34][CH:33]=[CH:32][CH:31]=4)=[CH:8][C:9]=3[N:10]=[C:11]2[S:12][CH3:36])[CH:19]=[CH:18][C:17]=1[O:20][CH2:21][CH2:22][N:23]1[CH2:24][CH2:25][CH2:26][CH2:27]1, predict the reactants needed to synthesize it. The reactants are: C[O:2][C:3]([C:5]1[S:6][C:7]([C:30]2[CH:35]=[CH:34][CH:33]=[CH:32][CH:31]=2)=[CH:8][C:9]=1[NH:10][C:11]([NH:13][C:14]1[CH:19]=[CH:18][C:17]([O:20][CH2:21][CH2:22][N:23]2[CH2:27][CH2:26][CH2:25][CH2:24]2)=[C:16]([O:28][CH3:29])[CH:15]=1)=[S:12])=O.[C:36](=O)([O-])[O-].[K+].[K+].CI. (3) The reactants are: [NH:1]1[C:9]2[C:4](=[N:5][CH:6]=[CH:7][CH:8]=2)[CH:3]=[CH:2]1.Cl.[CH3:11][NH:12][CH3:13].[CH2:14]=O. Given the product [CH3:11][N:12]([CH2:14][C:3]1[C:4]2=[N:5][CH:6]=[CH:7][CH:8]=[C:9]2[NH:1][CH:2]=1)[CH3:13], predict the reactants needed to synthesize it. (4) Given the product [Br:1][C:2]1[CH:3]=[C:4]([S:28]([CH3:43])(=[O:31])=[O:26])[C:5]2[N:6]([C:8]([C:11]3[CH:22]=[CH:21][C:14]([C:15]([NH:17][CH:18]4[CH2:19][CH2:20]4)=[O:16])=[C:13]([CH3:23])[CH:12]=3)=[CH:9][N:10]=2)[N:7]=1, predict the reactants needed to synthesize it. The reactants are: [Br:1][C:2]1[CH:3]=[C:4](SC)[C:5]2[N:6]([C:8]([C:11]3[CH:22]=[CH:21][C:14]([C:15]([NH:17][CH:18]4[CH2:20][CH2:19]4)=[O:16])=[C:13]([CH3:23])[CH:12]=3)=[CH:9][N:10]=2)[N:7]=1.[O:26]([S:28]([O-:31])(=O)=O)O.S(O)(O)(=O)=O.S(O)(O)(=O)=O.[K+].[CH3:43]N(C=O)C. (5) Given the product [O:31]1[C:30]2[CH:34]=[CH:35][C:27]([CH2:26][NH:25][CH2:36][CH2:37][NH:38][C:13](=[O:15])[C:12]([C:10]3[CH:9]=[C:8]([CH3:18])[N:7]=[C:6]([N:1]4[CH:5]=[CH:4][N:3]=[CH:2]4)[N:11]=3)([CH3:17])[CH3:16])=[CH:28][C:29]=2[O:33][CH2:32]1, predict the reactants needed to synthesize it. The reactants are: [N:1]1([C:6]2[N:11]=[C:10]([C:12]([CH3:17])([CH3:16])[C:13]([OH:15])=O)[CH:9]=[C:8]([CH3:18])[N:7]=2)[CH:5]=[CH:4][N:3]=[CH:2]1.C(OC(=O)[N:25]([CH2:36][CH2:37][NH2:38])[CH2:26][C:27]1[CH:35]=[CH:34][C:30]2[O:31][CH2:32][O:33][C:29]=2[CH:28]=1)(C)(C)C. (6) Given the product [CH2:20]([NH:21][C:23]([NH:12][CH2:2][C:3]1[CH:11]=[CH:10][C:8]([OH:9])=[C:5]([O:6][CH3:7])[CH:4]=1)=[O:24])[CH2:5][CH2:4][CH2:3][CH2:11][CH2:10][CH2:18][CH3:19], predict the reactants needed to synthesize it. The reactants are: Cl.[CH2:2]([NH2:12])[C:3]1[CH:11]=[CH:10][C:8]([OH:9])=[C:5]([O:6][CH3:7])[CH:4]=1.C(N([CH2:18][CH3:19])CC)C.[CH3:20][N:21]([CH:23]=[O:24])C.